Dataset: Forward reaction prediction with 1.9M reactions from USPTO patents (1976-2016). Task: Predict the product of the given reaction. Given the reactants [CH3:1][C:2]([CH3:29])([CH3:28])[CH2:3][O:4][C:5]1([C:8]2[CH:13]=[CH:12][C:11]([C:14]#[C:15][C:16]3[CH:21]=[CH:20][C:19]([CH2:22][C:23]([O:25]C)=[O:24])=[CH:18][CH:17]=3)=[CH:10][C:9]=2[CH3:27])[CH2:7][CH2:6]1.[OH-].[Na+], predict the reaction product. The product is: [CH3:1][C:2]([CH3:29])([CH3:28])[CH2:3][O:4][C:5]1([C:8]2[CH:13]=[CH:12][C:11]([C:14]#[C:15][C:16]3[CH:21]=[CH:20][C:19]([CH2:22][C:23]([OH:25])=[O:24])=[CH:18][CH:17]=3)=[CH:10][C:9]=2[CH3:27])[CH2:7][CH2:6]1.